The task is: Regression. Given a peptide amino acid sequence and an MHC pseudo amino acid sequence, predict their binding affinity value. This is MHC class I binding data.. This data is from Peptide-MHC class I binding affinity with 185,985 pairs from IEDB/IMGT. The peptide sequence is NVKDYSIV. The MHC is HLA-A68:02 with pseudo-sequence HLA-A68:02. The binding affinity (normalized) is 0.137.